Predict the product of the given reaction. From a dataset of Forward reaction prediction with 1.9M reactions from USPTO patents (1976-2016). Given the reactants [Cl:1][C:2]1[CH:7]=[CH:6][C:5]([C:8]2[N:9]([CH2:21][C@H:22]([OH:27])[C:23]([F:26])([F:25])[F:24])[C:10](=[O:20])[N:11]([CH2:13][C:14]3[S:15][C:16](Cl)=[CH:17][CH:18]=3)[N:12]=2)=[CH:4][CH:3]=1.[F:28][C:29]1[C:34]([F:35])=[CH:33][CH:32]=[CH:31][C:30]=1B(O)O.C1(P(C2CCCCC2)C2C=CC=CC=2C2C=CC=CC=2N(C)C)CCCCC1.P([O-])([O-])([O-])=O.[K+].[K+].[K+], predict the reaction product. The product is: [Cl:1][C:2]1[CH:7]=[CH:6][C:5]([C:8]2[N:9]([CH2:21][C@H:22]([OH:27])[C:23]([F:26])([F:25])[F:24])[C:10](=[O:20])[N:11]([CH2:13][C:14]3[S:15][C:16]([C:33]4[CH:32]=[CH:31][CH:30]=[C:29]([F:28])[C:34]=4[F:35])=[CH:17][CH:18]=3)[N:12]=2)=[CH:4][CH:3]=1.